From a dataset of Forward reaction prediction with 1.9M reactions from USPTO patents (1976-2016). Predict the product of the given reaction. (1) The product is: [CH3:11][C:10]1[CH:9]=[CH:8][CH:7]=[C:3]2[C:2]=1[N:1]=[C:20]([CH2:19][CH2:18][CH2:17][CH2:16][CH2:15][N:14]([CH3:23])[CH3:13])[NH:6][C:4]2=[O:5]. Given the reactants [NH2:1][C:2]1[C:10]([CH3:11])=[CH:9][CH:8]=[CH:7][C:3]=1[C:4]([NH2:6])=[O:5].Cl.[CH3:13][N:14]([CH3:23])[CH2:15][CH2:16][CH2:17][CH2:18][CH2:19][C:20](O)=O, predict the reaction product. (2) Given the reactants C1CC1.[CH2:4]([O:6][C:7]([CH:9]1[CH2:11][C:10]1([C:18]1[CH:23]=[CH:22][CH:21]=[CH:20][CH:19]=1)[C:12]1[CH:17]=[CH:16][CH:15]=[CH:14][CH:13]=1)=[O:8])[CH3:5].OS(O)(=O)=O.[N:29]([O-])=[O:30].[Na+], predict the reaction product. The product is: [CH2:4]([O:6][C:7]([C:9]1[CH2:11][C:10]([C:18]2[CH:23]=[CH:22][CH:21]=[CH:20][CH:19]=2)([C:12]2[CH:17]=[CH:16][CH:15]=[CH:14][CH:13]=2)[O:30][N:29]=1)=[O:8])[CH3:5]. (3) Given the reactants [Cl:1][C:2]1[CH:7]=[CH:6][C:5]([C:8]2[CH:13]=[CH:12][CH:11]=[CH:10][C:9]=2[C@H:14]([OH:30])[CH:15]2[CH2:20][CH2:19][N:18]([C:21]3[CH:29]=[CH:28][C:24]([C:25](O)=[O:26])=[CH:23][CH:22]=3)[CH2:17][CH2:16]2)=[CH:4][CH:3]=1.[Si:31]([O:38][CH2:39][CH2:40][N:41]([CH2:71][CH3:72])[CH2:42][CH2:43][C@@H:44]([NH:53][C:54]1[CH:59]=[CH:58][C:57]([S:60]([NH2:63])(=[O:62])=[O:61])=[CH:56][C:55]=1[S:64]([C:67]([F:70])([F:69])[F:68])(=[O:66])=[O:65])[CH2:45][S:46][C:47]1[CH:52]=[CH:51][CH:50]=[CH:49][CH:48]=1)([C:34]([CH3:37])([CH3:36])[CH3:35])([CH3:33])[CH3:32].C(Cl)CCl, predict the reaction product. The product is: [Si:31]([O:38][CH2:39][CH2:40][N:41]([CH2:71][CH3:72])[CH2:42][CH2:43][C@@H:44]([NH:53][C:54]1[CH:59]=[CH:58][C:57]([S:60]([NH:63][C:25](=[O:26])[C:24]2[CH:28]=[CH:29][C:21]([N:18]3[CH2:19][CH2:20][CH:15]([C@H:14]([C:9]4[CH:10]=[CH:11][CH:12]=[CH:13][C:8]=4[C:5]4[CH:4]=[CH:3][C:2]([Cl:1])=[CH:7][CH:6]=4)[OH:30])[CH2:16][CH2:17]3)=[CH:22][CH:23]=2)(=[O:61])=[O:62])=[CH:56][C:55]=1[S:64]([C:67]([F:68])([F:69])[F:70])(=[O:66])=[O:65])[CH2:45][S:46][C:47]1[CH:48]=[CH:49][CH:50]=[CH:51][CH:52]=1)([C:34]([CH3:37])([CH3:35])[CH3:36])([CH3:33])[CH3:32]. (4) Given the reactants CN(C)C=O.[F:6][C:7]1[CH:8]=[C:9]([OH:13])[CH:10]=[CH:11][CH:12]=1.[H-].[Na+].Br[C:17]1[CH:22]=[CH:21][C:20]([Br:23])=[CH:19][N:18]=1, predict the reaction product. The product is: [Br:23][C:20]1[CH:21]=[CH:22][C:17]([O:13][C:9]2[CH:10]=[CH:11][CH:12]=[C:7]([F:6])[CH:8]=2)=[N:18][CH:19]=1. (5) The product is: [Br:21][C:22]1[CH:29]=[CH:28][C:25]([CH2:26][O:16][C:15]2[N:11]([C:5]3[C:6]([Cl:10])=[CH:7][CH:8]=[CH:9][C:4]=3[Cl:3])[N:12]=[C:13]([C:17]([F:19])([F:20])[F:18])[CH:14]=2)=[CH:24][CH:23]=1. Given the reactants [H-].[Na+].[Cl:3][C:4]1[CH:9]=[CH:8][CH:7]=[C:6]([Cl:10])[C:5]=1[N:11]1[C:15]([OH:16])=[CH:14][C:13]([C:17]([F:20])([F:19])[F:18])=[N:12]1.[Br:21][C:22]1[CH:29]=[CH:28][C:25]([CH2:26]Br)=[CH:24][CH:23]=1, predict the reaction product. (6) Given the reactants [N-:1]=[N+:2]=[N-:3].[Na+].[Cl:5][C:6]1[CH:7]=[C:8]([CH:33]=[CH:34][CH:35]=1)[CH2:9][N:10]1[C:14]2=[C:15]([N:21]3[CH2:30][CH2:29][C:28]4[C:23](=[CH:24][CH:25]=[CH:26][CH:27]=4)[CH2:22]3)[N:16]=[C:17]([C:19]#[N:20])[CH:18]=[C:13]2[C:12]([CH3:31])=[C:11]1[CH3:32].[Cl-].[NH4+].N([O-])=O.[Na+], predict the reaction product. The product is: [Cl:5][C:6]1[CH:7]=[C:8]([CH:33]=[CH:34][CH:35]=1)[CH2:9][N:10]1[C:14]2=[C:15]([N:21]3[CH2:30][CH2:29][C:28]4[C:23](=[CH:24][CH:25]=[CH:26][CH:27]=4)[CH2:22]3)[N:16]=[C:17]([C:19]3[NH:20][N:3]=[N:2][N:1]=3)[CH:18]=[C:13]2[C:12]([CH3:31])=[C:11]1[CH3:32]. (7) Given the reactants [C:1]([NH:4][C@H:5]([CH2:11][C:12]1[CH:13]=[N:14][CH:15]=[CH:16][CH:17]=1)[C:6](OCC)=[O:7])(=[O:3])[CH3:2].[BH4-].[Na+].Cl, predict the reaction product. The product is: [OH:7][CH2:6][C@H:5]([NH:4][C:1](=[O:3])[CH3:2])[CH2:11][C:12]1[CH:13]=[N:14][CH:15]=[CH:16][CH:17]=1.